This data is from Catalyst prediction with 721,799 reactions and 888 catalyst types from USPTO. The task is: Predict which catalyst facilitates the given reaction. (1) Reactant: [CH2:1]([CH:4]1[NH:8][C:7]([CH3:10])([CH3:9])[CH2:6][CH2:5]1)[CH:2]=[CH2:3].C(N(CC)CC)C.[C:18](Cl)(=[O:21])[CH:19]=[CH2:20].C([O-])(O)=O.[Na+]. Product: [CH2:1]([CH:4]1[N:8]([C:18](=[O:21])[CH:19]=[CH2:20])[C:7]([CH3:10])([CH3:9])[CH2:6][CH2:5]1)[CH:2]=[CH2:3]. The catalyst class is: 2. (2) Reactant: [Cl:1][C:2]1[CH:3]=[C:4]([NH:13][C:14]2[CH:29]=[C:28]([CH:30]([CH3:32])[CH3:31])[C:17]([C:18]([NH:20][CH2:21][CH:22]3[CH2:27][CH2:26][O:25][CH2:24][CH2:23]3)=O)=[CH:16][N:15]=2)[CH:5]=[CH:6][C:7]=1[O:8][C:9]([F:12])([F:11])[F:10].B.O1CCCC1. Product: [Cl:1][C:2]1[CH:3]=[C:4]([NH:13][C:14]2[CH:29]=[C:28]([CH:30]([CH3:32])[CH3:31])[C:17]([CH2:18][NH:20][CH2:21][CH:22]3[CH2:23][CH2:24][O:25][CH2:26][CH2:27]3)=[CH:16][N:15]=2)[CH:5]=[CH:6][C:7]=1[O:8][C:9]([F:10])([F:12])[F:11]. The catalyst class is: 7. (3) Reactant: [Br:1][C:2]1[CH:3]=[C:4]([F:13])[CH:5]=[C:6]2[C:11]=1[N:10]=[C:9](O)[N:8]=[CH:7]2.NC(N)=[O:16]. Product: [Br:1][C:2]1[CH:3]=[C:4]([F:13])[CH:5]=[C:6]2[C:11]=1[N:10]([OH:16])[CH2:9][N:8]=[CH:7]2. The catalyst class is: 6.